From a dataset of Full USPTO retrosynthesis dataset with 1.9M reactions from patents (1976-2016). Predict the reactants needed to synthesize the given product. (1) Given the product [CH2:15]([O:22][C:23]1[CH:28]=[CH:27][N:26]([C:29]2[CH:30]=[CH:31][C:32]3[C:24]4[CH2:25][N:26]([CH2:13][C@@H:9]5[CH2:10][CH2:11][CH2:12][N:8]5[C:6]([O:5][C:1]([CH3:4])([CH3:3])[CH3:2])=[O:7])[CH2:27][CH2:28][C:23]=4[N:35]([CH3:38])[C:36]=3[CH:37]=2)[C:25](=[O:43])[CH:24]=1)[C:16]1[CH:17]=[CH:18][CH:19]=[CH:20][CH:21]=1, predict the reactants needed to synthesize it. The reactants are: [C:1]([O:5][C:6]([N:8]1[CH2:12][CH2:11][CH2:10][C@H:9]1[CH2:13]Br)=[O:7])([CH3:4])([CH3:3])[CH3:2].[CH2:15]([O:22][C:23]1[CH:28]=[CH:27][N:26]([C:29]2[CH:37]=[C:36]3[C:32](C4CCNCC=4[N:35]3[CH3:38])=[CH:31][CH:30]=2)[C:25](=[O:43])[CH:24]=1)[C:16]1[CH:21]=[CH:20][CH:19]=[CH:18][CH:17]=1.C([O-])([O-])=O.[Cs+].[Cs+]. (2) Given the product [C:6]([OH:12])(=[O:11])[CH:7]=[CH2:8].[C:6]([OH:12])(=[O:11])[CH2:7][CH3:8], predict the reactants needed to synthesize it. The reactants are: O=CC(=C)C.[C:6]([OH:12])(=[O:11])[CH2:7][CH2:8]CC. (3) The reactants are: [Cl:1][CH2:2][CH2:3][CH2:4][C:5](Cl)=[O:6].[NH:8]([C:15]([O:17][C:18]([CH3:21])([CH3:20])[CH3:19])=[O:16])[C@H:9]([C:12]([OH:14])=[O:13])[CH2:10][NH2:11].Cl. Given the product [C:18]([O:17][C:15]([NH:8][C@@H:9]([CH2:10][NH:11][C:5](=[O:6])[CH2:4][CH2:3][CH2:2][Cl:1])[C:12]([OH:14])=[O:13])=[O:16])([CH3:21])([CH3:20])[CH3:19], predict the reactants needed to synthesize it. (4) Given the product [OH:14][CH2:15][CH2:16][N:17]1[CH2:22][CH2:21][N:20]([C:2]2[NH:3][C:4](=[O:13])[C:5]3[C:10]([CH:11]=2)=[CH:9][CH:8]=[CH:7][C:6]=3[CH3:12])[CH2:19][CH2:18]1, predict the reactants needed to synthesize it. The reactants are: Cl[C:2]1[NH:3][C:4](=[O:13])[C:5]2[C:10]([CH:11]=1)=[CH:9][CH:8]=[CH:7][C:6]=2[CH3:12].[OH:14][CH2:15][CH2:16][N:17]1[CH2:22][CH2:21][NH:20][CH2:19][CH2:18]1. (5) The reactants are: Cl[C:2]1[N:7]=[C:6]([N:8]2[C:12]3[CH:13]=[C:14]([NH2:17])[CH:15]=[CH:16][C:11]=3[N:10]=[CH:9]2)[CH:5]=[N:4][CH:3]=1.[CH2:18]([NH:20][CH2:21][CH3:22])[CH3:19].CCN(C(C)C)C(C)C. Given the product [CH2:18]([N:20]([CH2:21][CH3:22])[C:2]1[N:7]=[C:6]([N:8]2[C:12]3[CH:13]=[C:14]([NH2:17])[CH:15]=[CH:16][C:11]=3[N:10]=[CH:9]2)[CH:5]=[N:4][CH:3]=1)[CH3:19], predict the reactants needed to synthesize it. (6) Given the product [F:22][C:19]1[CH:18]=[CH:17][C:16]([N:12]2[CH2:11][CH:10]3[CH:14]([CH2:15][NH:8][CH2:9]3)[CH2:13]2)=[CH:21][CH:20]=1, predict the reactants needed to synthesize it. The reactants are: C([N:8]1[CH2:15][CH:14]2[CH:10]([CH2:11][N:12]([C:16]3[CH:21]=[CH:20][C:19]([F:22])=[CH:18][CH:17]=3)[CH2:13]2)[CH2:9]1)C1C=CC=CC=1.